This data is from Full USPTO retrosynthesis dataset with 1.9M reactions from patents (1976-2016). The task is: Predict the reactants needed to synthesize the given product. The reactants are: CN(C)CCCN=C=NCC.[CH3:12][O:13][CH2:14][CH2:15][NH:16][C:17]1[CH:22]=[CH:21][C:20]([C:23]2[CH:28]=[CH:27][CH:26]=[CH:25][CH:24]=2)=[CH:19][C:18]=1[N+:29]([O-])=O.[N:32]([C:35]1[CH:44]=[CH:43][C:38]([C:39]([O:41][CH3:42])=[O:40])=[CH:37][CH:36]=1)=[C:33]=S. Given the product [CH3:12][O:13][CH2:14][CH2:15][N:16]1[C:17]2[CH:22]=[CH:21][C:20]([C:23]3[CH:28]=[CH:27][CH:26]=[CH:25][CH:24]=3)=[CH:19][C:18]=2[N:29]=[C:33]1[NH:32][C:35]1[CH:44]=[CH:43][C:38]([C:39]([O:41][CH3:42])=[O:40])=[CH:37][CH:36]=1, predict the reactants needed to synthesize it.